This data is from Full USPTO retrosynthesis dataset with 1.9M reactions from patents (1976-2016). The task is: Predict the reactants needed to synthesize the given product. (1) Given the product [Br:8][C:5]1[CH:4]=[C:3]2[C:2](=[CH:7][CH:6]=1)[N:1]=[C:18]([C:16]1[CH:17]=[C:12]([CH3:11])[CH:13]=[C:14]([CH3:21])[CH:15]=1)[CH:20]=[CH:9]2, predict the reactants needed to synthesize it. The reactants are: [NH2:1][C:2]1[CH:7]=[CH:6][C:5]([Br:8])=[CH:4][C:3]=1[CH2:9]O.[CH3:11][C:12]1[CH:17]=[C:16]([C:18]([CH3:20])=O)[CH:15]=[C:14]([CH3:21])[CH:13]=1.[OH-].[K+]. (2) Given the product [NH2:1][C:2]1[CH:10]=[CH:9][C:5]([C:6]([NH:18][C:17]2[CH:19]=[CH:20][CH:21]=[C:15]([Cl:14])[CH:16]=2)=[O:8])=[CH:4][C:3]=1[N+:11]([O-:13])=[O:12], predict the reactants needed to synthesize it. The reactants are: [NH2:1][C:2]1[CH:10]=[CH:9][C:5]([C:6]([OH:8])=O)=[CH:4][C:3]=1[N+:11]([O-:13])=[O:12].[Cl:14][C:15]1[CH:16]=[C:17]([CH:19]=[CH:20][CH:21]=1)[NH2:18].F[P-](F)(F)(F)(F)F.N1(O[P+](N(C)C)(N(C)C)N(C)C)C2C=CC=CC=2N=N1.CCN(C(C)C)C(C)C.C([O-])(O)=O.[Na+].